Task: Regression. Given two drug SMILES strings and cell line genomic features, predict the synergy score measuring deviation from expected non-interaction effect.. Dataset: NCI-60 drug combinations with 297,098 pairs across 59 cell lines (1) Drug 1: C1CCC(CC1)NC(=O)N(CCCl)N=O. Drug 2: COC1=NC(=NC2=C1N=CN2C3C(C(C(O3)CO)O)O)N. Cell line: SNB-19. Synergy scores: CSS=10.8, Synergy_ZIP=-3.58, Synergy_Bliss=6.93, Synergy_Loewe=-13.6, Synergy_HSA=0.805. (2) Drug 1: C1=CN(C(=O)N=C1N)C2C(C(C(O2)CO)O)(F)F. Drug 2: CC(C)(C1=NC(=CC=C1)N2C3=NC(=NC=C3C(=O)N2CC=C)NC4=CC=C(C=C4)N5CCN(CC5)C)O. Cell line: SW-620. Synergy scores: CSS=80.5, Synergy_ZIP=10.1, Synergy_Bliss=9.32, Synergy_Loewe=8.37, Synergy_HSA=15.5. (3) Drug 1: COC1=NC(=NC2=C1N=CN2C3C(C(C(O3)CO)O)O)N. Drug 2: CC(C)(C#N)C1=CC(=CC(=C1)CN2C=NC=N2)C(C)(C)C#N. Cell line: OVCAR-8. Synergy scores: CSS=27.2, Synergy_ZIP=-0.257, Synergy_Bliss=-1.11, Synergy_Loewe=-2.28, Synergy_HSA=-1.94. (4) Drug 2: CCC1(CC2CC(C3=C(CCN(C2)C1)C4=CC=CC=C4N3)(C5=C(C=C6C(=C5)C78CCN9C7C(C=CC9)(C(C(C8N6C)(C(=O)OC)O)OC(=O)C)CC)OC)C(=O)OC)O.OS(=O)(=O)O. Synergy scores: CSS=25.5, Synergy_ZIP=-5.29, Synergy_Bliss=1.29, Synergy_Loewe=-12.2, Synergy_HSA=2.16. Cell line: MDA-MB-231. Drug 1: CC(CN1CC(=O)NC(=O)C1)N2CC(=O)NC(=O)C2.